From a dataset of Forward reaction prediction with 1.9M reactions from USPTO patents (1976-2016). Predict the product of the given reaction. (1) Given the reactants C(O[CH:4](OCC)[CH2:5][S:6][CH3:7])C.Cl.[F:12][C:13]([F:28])([F:27])[C:14]1[CH:19]=[CH:18][C:17]([C:20]2[CH:25]=[CH:24][CH:23]=[C:22]([NH2:26])[CH:21]=2)=[CH:16][CH:15]=1.C(O[BH-](OC(=O)C)OC(=O)C)(=O)C.[Na+].C(O)(=O)C, predict the reaction product. The product is: [CH3:7][S:6][CH2:5][CH2:4][NH:26][C:22]1[CH:21]=[C:20]([C:17]2[CH:18]=[CH:19][C:14]([C:13]([F:12])([F:27])[F:28])=[CH:15][CH:16]=2)[CH:25]=[CH:24][CH:23]=1. (2) The product is: [NH2:8][C:9]1[C:14]([C:15]([NH:17][C:18]2[CH:19]=[N:20][CH:21]=[CH:22][CH:23]=2)=[O:16])=[N:13][C:12]([C:24]2[CH:32]=[CH:31][C:27]([C:28]([NH2:3])=[O:29])=[CH:26][CH:25]=2)=[CH:11][N:10]=1. Given the reactants C([N:3](CC)CC)C.[NH2:8][C:9]1[N:10]=[CH:11][C:12]([C:24]2[CH:32]=[CH:31][C:27]([C:28](O)=[O:29])=[CH:26][CH:25]=2)=[N:13][C:14]=1[C:15]([NH:17][C:18]1[CH:19]=[N:20][CH:21]=[CH:22][CH:23]=1)=[O:16].F[P-](F)(F)(F)(F)F.N1(OC(N(C)C)=[N+](C)C)C2C=CC=CC=2N=N1.N, predict the reaction product. (3) Given the reactants [CH3:1][O:2][CH2:3][C:4]1[CH:9]=[C:8]([C:10]([OH:12])=O)[CH:7]=[CH:6][C:5]=1[C:13]1[CH:18]=[CH:17][CH:16]=[CH:15][C:14]=1[CH3:19].CCN(C(C)C)C(C)C.CN(C(ON1N=NC2C=CC=NC1=2)=[N+](C)C)C.F[P-](F)(F)(F)(F)F.[O:53]1[CH2:57][CH2:56][O:55][CH:54]1[C:58]1[CH:59]=[C:60]([C:64](=[N:66]O)[NH2:65])[CH:61]=[CH:62][CH:63]=1, predict the reaction product. The product is: [O:53]1[CH2:57][CH2:56][O:55][CH:54]1[C:58]1[CH:59]=[C:60]([C:64]2[N:65]=[C:10]([C:8]3[CH:7]=[CH:6][C:5]([C:13]4[CH:18]=[CH:17][CH:16]=[CH:15][C:14]=4[CH3:19])=[C:4]([CH2:3][O:2][CH3:1])[CH:9]=3)[O:12][N:66]=2)[CH:61]=[CH:62][CH:63]=1. (4) The product is: [C:1]([O:5][C:6](=[O:23])[NH:7][CH:8]([C:15]1[CH:20]=[CH:19][C:18]([Cl:21])=[C:17]([Cl:22])[CH:16]=1)[C:9]([C:25]1[CH:30]=[N:29][C:28]([O:31][CH:32]2[CH2:33][CH2:34][O:35][CH2:36][CH2:37]2)=[C:27]([CH3:38])[CH:26]=1)=[O:14])([CH3:2])([CH3:3])[CH3:4]. Given the reactants [C:1]([O:5][C:6](=[O:23])[NH:7][CH:8]([C:15]1[CH:20]=[CH:19][C:18]([Cl:21])=[C:17]([Cl:22])[CH:16]=1)[C:9](=[O:14])N(OC)C)([CH3:4])([CH3:3])[CH3:2].Br[C:25]1[CH:26]=[C:27]([CH3:38])[C:28]([O:31][CH:32]2[CH2:37][CH2:36][O:35][CH2:34][CH2:33]2)=[N:29][CH:30]=1, predict the reaction product. (5) Given the reactants [CH3:1][C:2]1[C:3]([C:12]([OH:14])=O)=[CH:4][CH:5]=[C:6]2[C:11]=1[N:10]=[CH:9][CH:8]=[CH:7]2.CN(C(ON1N=NC2C=CC=NC1=2)=[N+](C)C)C.F[P-](F)(F)(F)(F)F.[F:39][C:40]([F:58])([F:57])[O:41][C:42]1[CH:47]=[CH:46][C:45]([S:48]([N:51]2[CH2:56][CH2:55][NH:54][CH2:53][CH2:52]2)(=[O:50])=[O:49])=[CH:44][CH:43]=1.CCN(C(C)C)C(C)C, predict the reaction product. The product is: [CH3:1][C:2]1[C:3]([C:12]([N:54]2[CH2:53][CH2:52][N:51]([S:48]([C:45]3[CH:46]=[CH:47][C:42]([O:41][C:40]([F:57])([F:58])[F:39])=[CH:43][CH:44]=3)(=[O:49])=[O:50])[CH2:56][CH2:55]2)=[O:14])=[CH:4][CH:5]=[C:6]2[C:11]=1[N:10]=[CH:9][CH:8]=[CH:7]2. (6) Given the reactants C(OC([NH:8][CH2:9][CH:10]1[CH2:15][CH2:14][N:13]([C:16]2[N:20]([CH3:21])[N:19]=[CH:18][C:17]=2[NH:22][C:23]([C:25]2[N:26]=[C:27](Br)[S:28][C:29]=2[NH:30]C(=O)OC(C)(C)C)=[O:24])[CH2:12][CH2:11]1)=O)CCC.[C:39]1(B2OC(C)(C)C(C)(C)O2)[CH2:45][CH2:44][CH2:43][CH2:42][CH2:41][CH:40]=1, predict the reaction product. The product is: [NH2:30][C:29]1[S:28][C:27]([CH:39]2[CH2:45][CH2:44][CH2:43][CH2:42][CH2:41][CH2:40]2)=[N:26][C:25]=1[C:23]([NH:22][C:17]1[CH:18]=[N:19][N:20]([CH3:21])[C:16]=1[N:13]1[CH2:12][CH2:11][CH:10]([CH2:9][NH2:8])[CH2:15][CH2:14]1)=[O:24].